This data is from Forward reaction prediction with 1.9M reactions from USPTO patents (1976-2016). The task is: Predict the product of the given reaction. (1) Given the reactants [CH3:1][C:2]1[CH:7]=[C:6]([CH3:8])[N:5]=[C:4]([NH:9][C:10]2[CH:15]=[CH:14][C:13]([CH2:16][CH2:17][OH:18])=[CH:12][CH:11]=2)[C:3]=1[N+:19]([O-])=O, predict the reaction product. The product is: [NH2:19][C:3]1[C:4]([NH:9][C:10]2[CH:15]=[CH:14][C:13]([CH2:16][CH2:17][OH:18])=[CH:12][CH:11]=2)=[N:5][C:6]([CH3:8])=[CH:7][C:2]=1[CH3:1]. (2) Given the reactants [CH2:1]([O:3][C:4](=[O:14])[C:5]1[CH:10]=[CH:9][C:8]([NH:11][CH3:12])=[C:7]([NH2:13])[CH:6]=1)[CH3:2].[Cl:15][C:16]1[CH:23]=[CH:22][CH:21]=[C:20]([Cl:24])[C:17]=1[CH:18]=O.C(S([O-])(=O)=O)(F)(F)F.C(S([O-])(=O)=O)(F)(F)F.C(S([O-])(=O)=O)(F)(F)F.[Yb+3].O, predict the reaction product. The product is: [CH2:1]([O:3][C:4]([C:5]1[CH:10]=[CH:9][C:8]2[N:11]([CH3:12])[C:18]([C:17]3[C:16]([Cl:15])=[CH:23][CH:22]=[CH:21][C:20]=3[Cl:24])=[N:13][C:7]=2[CH:6]=1)=[O:14])[CH3:2]. (3) Given the reactants [N+:1]([C:4]1[CH:5]=[C:6]2[C:11](=[O:12])[NH:10][C:8](=[O:9])[C:7]2=[CH:13][CH:14]=1)([O-:3])=[O:2].[CH:15]1([CH2:18]Br)[CH2:17][CH2:16]1.C(=O)([O-])[O-].[K+].[K+], predict the reaction product. The product is: [CH:15]1([CH2:18][N:10]2[C:11](=[O:12])[C:6]3=[CH:5][C:4]([N+:1]([O-:3])=[O:2])=[CH:14][CH:13]=[C:7]3[C:8]2=[O:9])[CH2:17][CH2:16]1.